This data is from Forward reaction prediction with 1.9M reactions from USPTO patents (1976-2016). The task is: Predict the product of the given reaction. (1) Given the reactants [Br:1]N1C(=O)CCC1=O.[F:9][C:10]1[CH:11]=[CH:12][C:13]([OH:18])=[C:14]([CH:17]=1)[CH:15]=[O:16], predict the reaction product. The product is: [Br:1][C:12]1[C:13]([OH:18])=[C:14]([CH:17]=[C:10]([F:9])[CH:11]=1)[CH:15]=[O:16]. (2) Given the reactants [C:1]([O:5][C:6]([N:8]1[CH2:13][CH2:12][CH:11]([NH:14][CH2:15][C:16]2[CH:21]=[C:20]([C:22]([F:25])([F:24])[F:23])[CH:19]=[C:18]([C:26]([F:29])([F:28])[F:27])[CH:17]=2)[CH2:10][CH:9]1[CH2:30][CH3:31])=[O:7])([CH3:4])([CH3:3])[CH3:2].Cl[C:33]([O:35][CH3:36])=[O:34], predict the reaction product. The product is: [C:1]([O:5][C:6]([N:8]1[CH2:13][CH2:12][CH:11]([N:14]([CH2:15][C:16]2[CH:21]=[C:20]([C:22]([F:24])([F:23])[F:25])[CH:19]=[C:18]([C:26]([F:29])([F:27])[F:28])[CH:17]=2)[C:33]([O:35][CH3:36])=[O:34])[CH2:10][CH:9]1[CH2:30][CH3:31])=[O:7])([CH3:4])([CH3:3])[CH3:2]. (3) Given the reactants C([O:5][C:6]([CH:8]1[CH:12]([C:13]2[CH:18]=[CH:17][CH:16]=[C:15]([Cl:19])[C:14]=2[F:20])[C:11]([C:23]2[CH:28]=[CH:27][C:26]([Cl:29])=[CH:25][C:24]=2[F:30])([C:21]#[N:22])[CH:10]([CH2:31][CH:32]2[CH2:37][CH2:36][O:35][CH2:34][CH2:33]2)[NH:9]1)=[O:7])(C)(C)C.[F:38][C:39]([F:44])([F:43])[C:40]([OH:42])=[O:41], predict the reaction product. The product is: [F:38][C:39]([F:44])([F:43])[C:40]([OH:42])=[O:41].[Cl:19][C:15]1[C:14]([F:20])=[C:13]([CH:12]2[C:11]([C:23]3[CH:28]=[CH:27][C:26]([Cl:29])=[CH:25][C:24]=3[F:30])([C:21]#[N:22])[CH:10]([CH2:31][CH:32]3[CH2:33][CH2:34][O:35][CH2:36][CH2:37]3)[NH:9][CH:8]2[C:6]([OH:7])=[O:5])[CH:18]=[CH:17][CH:16]=1. (4) The product is: [CH2:14]([N:21]1[C:34](=[O:35])[C:25]2[N:26]([CH3:33])[C:27]3[CH:28]=[CH:29][CH:30]=[CH:31][C:32]=3[C:24]=2[C:23]([C:36]([N:7]([CH2:5][CH3:6])[C:8]2[CH:13]=[CH:12][CH:11]=[CH:10][CH:9]=2)=[O:38])=[N:22]1)[C:15]1[CH:16]=[CH:17][CH:18]=[CH:19][CH:20]=1. Given the reactants C[Al](C)C.[CH2:5]([NH:7][C:8]1[CH:13]=[CH:12][CH:11]=[CH:10][CH:9]=1)[CH3:6].[CH2:14]([N:21]1[C:34](=[O:35])[C:25]2[N:26]([CH3:33])[C:27]3[CH:28]=[CH:29][CH:30]=[CH:31][C:32]=3[C:24]=2[C:23]([C:36]([O:38]CC)=O)=[N:22]1)[C:15]1[CH:20]=[CH:19][CH:18]=[CH:17][CH:16]=1, predict the reaction product.